From a dataset of CYP2C9 inhibition data for predicting drug metabolism from PubChem BioAssay. Regression/Classification. Given a drug SMILES string, predict its absorption, distribution, metabolism, or excretion properties. Task type varies by dataset: regression for continuous measurements (e.g., permeability, clearance, half-life) or binary classification for categorical outcomes (e.g., BBB penetration, CYP inhibition). Dataset: cyp2c9_veith. (1) The molecule is Cc1ccc(S(=O)(=O)N2CCN(c3nc(C)nc4sc5c(c34)CCC(C)C5)CC2)cc1. The result is 1 (inhibitor). (2) The molecule is COc1cc(NS(=O)(=O)c2ccc(N)cc2)nc(OC)n1. The result is 0 (non-inhibitor). (3) The molecule is CCCC.CCCCCCCC.CCCCCCCCCCCCCCC/C=C\[C@H](O)[C@@H](NC(=O)CCCCCCCCCCCCC)OC. The result is 0 (non-inhibitor). (4) The drug is O=C(NCc1ccco1)c1ccc2c(=O)n(-c3ccccc3)c(=S)[nH]c2c1. The result is 0 (non-inhibitor). (5) The molecule is COc1ccc(CNc2cc(-c3ccoc3)ncn2)c(OC)c1. The result is 0 (non-inhibitor). (6) The molecule is O=C(NC1CCCCC1)C(c1cccs1)N(C(=O)C(F)(F)F)c1ccccc1. The result is 1 (inhibitor). (7) The molecule is C[C@@H]1O[C@H](O[C@@H]2CC[C@@]3(C=O)[C@H]4CC[C@@]5(C)[C@@H](C6=CC(=O)OC6)CC[C@@]5(O)[C@@H]4CC[C@]3(O)C2)C[C@H](O)[C@@H]1O. The result is 0 (non-inhibitor).